This data is from NCI-60 drug combinations with 297,098 pairs across 59 cell lines. The task is: Regression. Given two drug SMILES strings and cell line genomic features, predict the synergy score measuring deviation from expected non-interaction effect. (1) Drug 1: CC1C(C(CC(O1)OC2CC(CC3=C2C(=C4C(=C3O)C(=O)C5=C(C4=O)C(=CC=C5)OC)O)(C(=O)C)O)N)O.Cl. Drug 2: CC1C(C(CC(O1)OC2CC(CC3=C2C(=C4C(=C3O)C(=O)C5=CC=CC=C5C4=O)O)(C(=O)C)O)N)O. Cell line: SK-OV-3. Synergy scores: CSS=24.4, Synergy_ZIP=1.31, Synergy_Bliss=2.09, Synergy_Loewe=-11.1, Synergy_HSA=-0.280. (2) Drug 1: CC1=C2C(C(=O)C3(C(CC4C(C3C(C(C2(C)C)(CC1OC(=O)C(C(C5=CC=CC=C5)NC(=O)C6=CC=CC=C6)O)O)OC(=O)C7=CC=CC=C7)(CO4)OC(=O)C)O)C)OC(=O)C. Drug 2: CC1=C(C(=CC=C1)Cl)NC(=O)C2=CN=C(S2)NC3=CC(=NC(=N3)C)N4CCN(CC4)CCO. Cell line: MDA-MB-435. Synergy scores: CSS=29.1, Synergy_ZIP=-3.77, Synergy_Bliss=-4.27, Synergy_Loewe=-10.4, Synergy_HSA=-4.95. (3) Drug 1: C1CC(C1)(C(=O)O)C(=O)O.[NH2-].[NH2-].[Pt+2]. Drug 2: COC1=NC(=NC2=C1N=CN2C3C(C(C(O3)CO)O)O)N. Cell line: SNB-19. Synergy scores: CSS=4.86, Synergy_ZIP=-3.46, Synergy_Bliss=-6.62, Synergy_Loewe=-19.5, Synergy_HSA=-7.66.